Dataset: Full USPTO retrosynthesis dataset with 1.9M reactions from patents (1976-2016). Task: Predict the reactants needed to synthesize the given product. Given the product [CH3:12][C:13]([C:19]([F:22])([F:21])[F:20])([CH:17]=[CH2:18])[CH2:14][C:15]1[N:34]=[CH:3][NH:4][CH:5]=1, predict the reactants needed to synthesize it. The reactants are: C1C=[CH:3][NH+:4]=[CH:5]C=1.[O-][Cr](Cl)(=O)=O.[CH3:12][C:13]([C:19]([F:22])([F:21])[F:20])([CH:17]=[CH2:18])[CH2:14][CH2:15]O.CC1C=CC(S(C[N+:34]#[C-])(=O)=O)=CC=1.CC(C)([O-])C.[K+].